Dataset: Peptide-MHC class I binding affinity with 185,985 pairs from IEDB/IMGT. Task: Regression. Given a peptide amino acid sequence and an MHC pseudo amino acid sequence, predict their binding affinity value. This is MHC class I binding data. (1) The peptide sequence is KLIIHNPEL. The MHC is HLA-A02:01 with pseudo-sequence HLA-A02:01. The binding affinity (normalized) is 0.936. (2) The peptide sequence is RSAMKEKAGTV. The MHC is Mamu-A01 with pseudo-sequence Mamu-A01. The binding affinity (normalized) is 0.